This data is from Reaction yield outcomes from USPTO patents with 853,638 reactions. The task is: Predict the reaction yield, written as a fraction of the theoretical maximum amount of product (1.0 means a 100% yield; for example, 0.34 means a 34% yield). The reactants are [NH2:1][C:2]1[CH:7]=[CH:6][C:5]([Cl:8])=[CH:4][C:3]=1[C:9]1[N:14]=[CH:13][N:12]=[C:11]([NH:15][CH2:16][C:17]2[CH:22]=[CH:21][CH:20]=[C:19]([C:23]([F:26])([F:25])[F:24])[CH:18]=2)[CH:10]=1.[CH2:27]([N:29]([CH2:44][CH3:45])[CH2:30][CH2:31][N:32]([CH2:34][C:35]1[CH:36]=[C:37]([CH:41]=[CH:42][CH:43]=1)[C:38](O)=[O:39])[CH3:33])[CH3:28].CN(C(ON1N=NC2C=CC=NC1=2)=[N+](C)C)C.F[P-](F)(F)(F)(F)F.C(N(CC)C(C)C)(C)C. The catalyst is CN(C)C=O. The product is [Cl:8][C:5]1[CH:6]=[CH:7][C:2]([NH:1][C:38](=[O:39])[C:37]2[CH:41]=[CH:42][CH:43]=[C:35]([CH2:34][N:32]([CH2:31][CH2:30][N:29]([CH2:44][CH3:45])[CH2:27][CH3:28])[CH3:33])[CH:36]=2)=[C:3]([C:9]2[CH:10]=[C:11]([NH:15][CH2:16][C:17]3[CH:22]=[CH:21][CH:20]=[C:19]([C:23]([F:25])([F:24])[F:26])[CH:18]=3)[N:12]=[CH:13][N:14]=2)[CH:4]=1. The yield is 0.0900.